From a dataset of Reaction yield outcomes from USPTO patents with 853,638 reactions. Predict the reaction yield, written as a fraction of the theoretical maximum amount of product (1.0 means a 100% yield; for example, 0.34 means a 34% yield). The reactants are [I:1][C:2]1[C:10]2[C:5](=[CH:6][CH:7]=[C:8]([CH2:11][OH:12])[CH:9]=2)[N:4]([CH3:13])[N:3]=1.N1C=CN=C1.[Si:19](Cl)([C:22]([CH3:25])([CH3:24])[CH3:23])([CH3:21])[CH3:20]. The catalyst is CN(C=O)C. The product is [Si:19]([O:12][CH2:11][C:8]1[CH:9]=[C:10]2[C:5](=[CH:6][CH:7]=1)[N:4]([CH3:13])[N:3]=[C:2]2[I:1])([C:22]([CH3:25])([CH3:24])[CH3:23])([CH3:21])[CH3:20]. The yield is 0.650.